Dataset: Forward reaction prediction with 1.9M reactions from USPTO patents (1976-2016). Task: Predict the product of the given reaction. (1) Given the reactants [OH:1][C:2]1[C:11]([CH3:12])=[C:10]([CH3:13])[C:9](B2OC(C)(C)C(C)(C)O2)=[CH:8][C:3]=1[C:4]([O:6][CH3:7])=[O:5].Cl[CH2:24][C:25]1[CH:30]=[CH:29][C:28]([C:31]2[CH:35]=[CH:34][N:33]([CH3:36])[N:32]=2)=[CH:27][CH:26]=1.C(=O)([O-])[O-].[Na+].[Na+].COCCOC, predict the reaction product. The product is: [OH:1][C:2]1[C:11]([CH3:12])=[C:10]([CH3:13])[C:9]([CH2:24][C:25]2[CH:26]=[CH:27][C:28]([C:31]3[CH:35]=[CH:34][N:33]([CH3:36])[N:32]=3)=[CH:29][CH:30]=2)=[CH:8][C:3]=1[C:4]([O:6][CH3:7])=[O:5]. (2) Given the reactants Cl[C:2]1[CH:7]=[CH:6][C:5]([CH3:8])=[CH:4][N:3]=1.O.[NH2:10][NH2:11], predict the reaction product. The product is: [NH:10]([C:2]1[CH:7]=[CH:6][C:5]([CH3:8])=[CH:4][N:3]=1)[NH2:11]. (3) The product is: [N+:2]([O-:5])([O-:4])=[O:3].[Fe+2:1].[N+:2]([O-:5])([O-:4])=[O:3]. Given the reactants [Fe:1].[N+:2]([O-:5])([OH:4])=[O:3], predict the reaction product. (4) Given the reactants [CH3:1][C:2]1([CH3:22])[O:6][N:5]=[C:4]([S:7]([CH2:10][C:11]2[CH:16]=[CH:15][CH:14]=[CH:13][C:12]=2[O:17][C:18]([F:21])([F:20])[F:19])(=[O:9])=[O:8])[CH2:3]1.C(N1CCN2CCN(CC(C)C)P1N(CC(C)C)CC2)C(C)C.C1C=CC(S(N(S(C2C=CC=CC=2)(=O)=O)[F:56])(=O)=O)=CC=1, predict the reaction product. The product is: [F:56][CH:10]([C:11]1[CH:16]=[CH:15][CH:14]=[CH:13][C:12]=1[O:17][C:18]([F:21])([F:19])[F:20])[S:7]([C:4]1[CH2:3][C:2]([CH3:22])([CH3:1])[O:6][N:5]=1)(=[O:8])=[O:9]. (5) Given the reactants [CH3:1][N:2]1[CH2:7][CH2:6][CH2:5][CH:4]([CH2:8][N:9]2[CH2:14][CH2:13][NH:12][CH2:11][CH2:10]2)[CH2:3]1.C[Si]([NH-])(C)C.[Na+].[Cl:21][C:22]1[CH:23]=[C:24]([N:29]=[C:30]=[S:31])[CH:25]=[CH:26][C:27]=1[Cl:28], predict the reaction product. The product is: [Cl:21][C:22]1[CH:23]=[C:24]([NH:29][C:30]([N:12]2[CH2:13][CH2:14][N:9]([CH2:8][CH:4]3[CH2:5][CH2:6][CH2:7][N:2]([CH3:1])[CH2:3]3)[CH2:10][CH2:11]2)=[S:31])[CH:25]=[CH:26][C:27]=1[Cl:28]. (6) Given the reactants [C:1]([O:5][C:6]([NH:8][CH2:9][C:10]1[N:11](CC(C)C)[C:12](=[O:30])[C:13]2[C:18]([C:19]=1[C:20]1[CH:25]=[CH:24][C:23]([CH3:26])=[CH:22][CH:21]=1)=[CH:17][C:16]([C:27]([NH2:29])=O)=[CH:15][CH:14]=2)=[O:7])([CH3:4])([CH3:3])[CH3:2].N1C(Cl)=NC(Cl)=NC=1Cl.CN(C)C=O, predict the reaction product. The product is: [C:27]([C:16]1[CH:17]=[C:18]2[C:13](=[CH:14][CH:15]=1)[C:12](=[O:30])[NH:11][C:10]([CH2:9][NH:8][C:6](=[O:7])[O:5][C:1]([CH3:4])([CH3:3])[CH3:2])=[C:19]2[C:20]1[CH:21]=[CH:22][C:23]([CH3:26])=[CH:24][CH:25]=1)#[N:29]. (7) Given the reactants [CH3:1][CH:2]([O:4][C:5]1[CH:6]=[C:7]([CH:11](O)[CH2:12][O:13][C:14]2[CH:19]=[CH:18][C:17]([C:20]3[O:24][N:23]=[C:22]([O:25][CH2:26][O:27][CH3:28])[CH:21]=3)=[CH:16][CH:15]=2)[CH:8]=[CH:9][CH:10]=1)[CH3:3].COCCN(S(F)(F)[F:40])CCOC, predict the reaction product. The product is: [F:40][CH:11]([C:7]1[CH:8]=[CH:9][CH:10]=[C:5]([O:4][CH:2]([CH3:3])[CH3:1])[CH:6]=1)[CH2:12][O:13][C:14]1[CH:19]=[CH:18][C:17]([C:20]2[O:24][N:23]=[C:22]([O:25][CH2:26][O:27][CH3:28])[CH:21]=2)=[CH:16][CH:15]=1.